From a dataset of Catalyst prediction with 721,799 reactions and 888 catalyst types from USPTO. Predict which catalyst facilitates the given reaction. The catalyst class is: 74. Product: [Cl:11][CH2:12][C:13]([NH:1][C:2]1[CH:10]=[CH:9][C:5]([C:6]([OH:8])=[O:7])=[CH:4][CH:3]=1)=[O:14]. Reactant: [NH2:1][C:2]1[CH:10]=[CH:9][C:5]([C:6]([OH:8])=[O:7])=[CH:4][CH:3]=1.[Cl:11][CH2:12][C:13](Cl)=[O:14].Cl.